Dataset: Forward reaction prediction with 1.9M reactions from USPTO patents (1976-2016). Task: Predict the product of the given reaction. (1) Given the reactants [CH:1]1([N:4]([CH2:18][C:19]2[O:20][CH:21]=[C:22]([C:24]([OH:26])=O)[N:23]=2)[S:5]([C:8]2[C:13]([CH3:14])=[CH:12][C:11]([O:15][CH3:16])=[CH:10][C:9]=2[CH3:17])(=[O:7])=[O:6])[CH2:3][CH2:2]1.CCN=C=NCCCN(C)C.C1C=C2N=NN(O)C2=CC=1.O.CCN(C(C)C)C(C)C.[N:58]1[CH:63]=[CH:62][CH:61]=[C:60]([N:64]2[CH2:69][CH2:68][NH:67][CH2:66][CH2:65]2)[CH:59]=1, predict the reaction product. The product is: [CH:1]1([N:4]([CH2:18][C:19]2[O:20][CH:21]=[C:22]([C:24]([N:67]3[CH2:68][CH2:69][N:64]([C:60]4[CH:59]=[N:58][CH:63]=[CH:62][CH:61]=4)[CH2:65][CH2:66]3)=[O:26])[N:23]=2)[S:5]([C:8]2[C:13]([CH3:14])=[CH:12][C:11]([O:15][CH3:16])=[CH:10][C:9]=2[CH3:17])(=[O:6])=[O:7])[CH2:2][CH2:3]1. (2) Given the reactants Cl.[NH2:2][OH:3].[CH2:4]([N:6]([CH3:16])[C:7]1[CH:8]=[C:9]([CH:12]=[C:13]([CH3:15])[N:14]=1)[C:10]#[N:11])[CH3:5], predict the reaction product. The product is: [CH2:4]([N:6]([CH3:16])[C:7]1[CH:8]=[C:9]([CH:12]=[C:13]([CH3:15])[N:14]=1)[C:10]([NH:2][OH:3])=[NH:11])[CH3:5]. (3) The product is: [C:1]([O:5][C:6](=[O:22])[CH2:7][CH2:8][N:9]([C:10]1[CH:15]=[CH:14][C:13]([O:16][C:17]([F:19])([F:20])[F:18])=[C:12]([Cl:21])[CH:11]=1)[CH2:24][C:25]([O:27][CH3:28])=[O:26])([CH3:4])([CH3:2])[CH3:3]. Given the reactants [C:1]([O:5][C:6](=[O:22])[CH2:7][CH2:8][NH:9][C:10]1[CH:15]=[CH:14][C:13]([O:16][C:17]([F:20])([F:19])[F:18])=[C:12]([Cl:21])[CH:11]=1)([CH3:4])([CH3:3])[CH3:2].Br[CH2:24][C:25]([O:27][CH3:28])=[O:26].N1C(C)=CC=CC=1C, predict the reaction product. (4) Given the reactants [Cl:1][C:2]1[CH:3]=[C:4]2[NH:22][C:21]([O:23][C@@H:24]3[CH2:28][O:27][C@@H:26]4[C:29](=[O:32])[CH2:30][O:31][C@H:25]34)=[N:20][C:5]2=[N:6][C:7]=1[C:8]1[CH:13]=[CH:12][C:11]([C:14]2[CH:19]=[CH:18][CH:17]=[CH:16][CH:15]=2)=[CH:10][CH:9]=1.[CH2:33]([Mg]Br)[CH:34]=[CH2:35].CCOCC, predict the reaction product. The product is: [CH2:35]([C@:29]1([OH:32])[C@H:26]2[O:27][CH2:28][C@@H:24]([O:23][C:21]3[NH:22][C:4]4[C:5]([N:20]=3)=[N:6][C:7]([C:8]3[CH:13]=[CH:12][C:11]([C:14]5[CH:15]=[CH:16][CH:17]=[CH:18][CH:19]=5)=[CH:10][CH:9]=3)=[C:2]([Cl:1])[CH:3]=4)[C@H:25]2[O:31][CH2:30]1)[CH:34]=[CH2:33]. (5) Given the reactants NN.[NH2:3][C@H:4]([C:10]([OH:12])=[O:11])[CH2:5][CH2:6][C:7](=[O:9])[NH2:8], predict the reaction product. The product is: [N:8]1[CH:7]=[CH:6][CH:5]=[CH:4][N:3]=1.[NH2:3][C@H:4]([C:10]([OH:12])=[O:11])[CH2:5][CH2:6][C:7](=[O:9])[NH2:8]. (6) Given the reactants [OH-].[Li+].C[O:4][C:5]([C:7]1[S:8][CH:9]=[CH:10][C:11]=1[NH:12][C:13](=[O:23])[CH2:14][C:15]1[CH:20]=[CH:19][C:18]([O:21][CH3:22])=[CH:17][CH:16]=1)=[O:6], predict the reaction product. The product is: [CH3:22][O:21][C:18]1[CH:19]=[CH:20][C:15]([CH2:14][C:13]([NH:12][C:11]2[CH:10]=[CH:9][S:8][C:7]=2[C:5]([OH:6])=[O:4])=[O:23])=[CH:16][CH:17]=1. (7) Given the reactants [F:1][C:2]1[CH:7]=[C:6]([F:8])[CH:5]=[CH:4][C:3]=1[C:9]1[CH:14]=[CH:13][C:12]([CH:15]=[O:16])=[C:11]([OH:17])[CH:10]=1.I[CH2:19][CH3:20].C(=O)([O-])[O-].[K+].[K+], predict the reaction product. The product is: [CH2:19]([O:17][C:11]1[CH:10]=[C:9]([C:3]2[CH:4]=[CH:5][C:6]([F:8])=[CH:7][C:2]=2[F:1])[CH:14]=[CH:13][C:12]=1[CH:15]=[O:16])[CH3:20].